Task: Regression. Given a peptide amino acid sequence and an MHC pseudo amino acid sequence, predict their binding affinity value. This is MHC class II binding data.. Dataset: Peptide-MHC class II binding affinity with 134,281 pairs from IEDB The peptide sequence is RPNAQRFGISNYCQI. The MHC is HLA-DQA10501-DQB10201 with pseudo-sequence HLA-DQA10501-DQB10201. The binding affinity (normalized) is 0.153.